Dataset: Catalyst prediction with 721,799 reactions and 888 catalyst types from USPTO. Task: Predict which catalyst facilitates the given reaction. Reactant: [C:1]([C:5]1[CH:10]=[CH:9][C:8]([N:11]2[C:19]3[C:14](=[CH:15][CH:16]=[CH:17][CH:18]=3)[C:13]([CH:20]=[O:21])=[C:12]2Cl)=[CH:7][CH:6]=1)([CH3:4])([CH3:3])[CH3:2].C1(P(C2C=CC=CC=2)C2C=CC3C(=CC=CC=3)C=2C2C3C(=CC=CC=3)C=CC=2P(C2C=CC=CC=2)C2C=CC=CC=2)C=CC=CC=1.[CH3:69][CH:70]1[CH2:72][NH:71]1.O. Product: [C:1]([C:5]1[CH:10]=[CH:9][C:8]([N:11]2[C:19]3[C:14](=[CH:15][CH:16]=[CH:17][CH:18]=3)[C:13]([CH:20]=[O:21])=[C:12]2[N:71]2[CH2:72][CH:70]2[CH3:69])=[CH:7][CH:6]=1)([CH3:4])([CH3:3])[CH3:2]. The catalyst class is: 101.